From a dataset of Full USPTO retrosynthesis dataset with 1.9M reactions from patents (1976-2016). Predict the reactants needed to synthesize the given product. Given the product [CH2:15]([O:12][C:9]1[CH:8]=[CH:7][C:6]([CH2:5][CH2:4][CH2:3][CH2:2][OH:1])=[CH:11][CH:10]=1)[C:16]1[CH:21]=[CH:20][CH:19]=[CH:18][CH:17]=1, predict the reactants needed to synthesize it. The reactants are: [OH:1][CH2:2][CH2:3][CH2:4][CH2:5][C:6]1[CH:11]=[CH:10][C:9]([OH:12])=[CH:8][CH:7]=1.[H-].[Na+].[CH2:15](Br)[C:16]1[CH:21]=[CH:20][CH:19]=[CH:18][CH:17]=1.S([O-])(O)(=O)=O.[K+].